Dataset: Reaction yield outcomes from USPTO patents with 853,638 reactions. Task: Predict the reaction yield, written as a fraction of the theoretical maximum amount of product (1.0 means a 100% yield; for example, 0.34 means a 34% yield). (1) The reactants are [Br:1][C:2]1[CH:9]=[CH:8][C:7]([OH:10])=[CH:6][C:3]=1[C:4]#[N:5].CN(C=O)C.C(=O)([O-])[O-].[Cs+].[Cs+].[CH2:22](I)[CH3:23]. The catalyst is O. The product is [Br:1][C:2]1[CH:9]=[CH:8][C:7]([O:10][CH2:22][CH3:23])=[CH:6][C:3]=1[C:4]#[N:5]. The yield is 1.00. (2) The reactants are [Si:1]([O:8][CH:9]1[CH2:14][CH2:13][CH:12]([CH2:15][C@H:16]([NH:19][C:20](=[O:26])[O:21][C:22]([CH3:25])([CH3:24])[CH3:23])[CH2:17][OH:18])[CH2:11][CH2:10]1)([C:4]([CH3:7])([CH3:6])[CH3:5])([CH3:3])[CH3:2].CCN(CC)CC.[CH3:34][S:35](Cl)(=[O:37])=[O:36].O. The catalyst is C(Cl)Cl. The product is [CH3:34][S:35]([O:18][CH2:17][C@@H:16]([NH:19][C:20]([O:21][C:22]([CH3:25])([CH3:24])[CH3:23])=[O:26])[CH2:15][CH:12]1[CH2:11][CH2:10][CH:9]([O:8][Si:1]([C:4]([CH3:6])([CH3:7])[CH3:5])([CH3:3])[CH3:2])[CH2:14][CH2:13]1)(=[O:37])=[O:36]. The yield is 0.990. (3) The reactants are [Cl:1][C:2]1[C:3]([F:11])=[C:4]([CH:8]=[CH:9][CH:10]=1)[C:5]([NH2:7])=[O:6].Br[CH2:13][C:14](=O)[C:15]([O:17][CH2:18][CH3:19])=[O:16]. The catalyst is O1CCOCC1.C1(C)C=CC=CC=1. The product is [Cl:1][C:2]1[C:3]([F:11])=[C:4]([C:5]2[O:6][CH:13]=[C:14]([C:15]([O:17][CH2:18][CH3:19])=[O:16])[N:7]=2)[CH:8]=[CH:9][CH:10]=1. The yield is 0.0390.